This data is from Full USPTO retrosynthesis dataset with 1.9M reactions from patents (1976-2016). The task is: Predict the reactants needed to synthesize the given product. Given the product [F:23][C:2]([F:1])([F:22])[C:3]1[CH:4]=[C:5]([NH:9][C:10]([C:12]2[C:16]3[CH:17]=[CH:18][C:19]([O:21][C:27]4[CH:28]=[CH:29][N:30]=[C:25]([Cl:24])[N:26]=4)=[CH:20][C:15]=3[O:14][N:13]=2)=[O:11])[CH:6]=[CH:7][CH:8]=1, predict the reactants needed to synthesize it. The reactants are: [F:1][C:2]([F:23])([F:22])[C:3]1[CH:4]=[C:5]([NH:9][C:10]([C:12]2[C:16]3[CH:17]=[CH:18][C:19]([OH:21])=[CH:20][C:15]=3[O:14][N:13]=2)=[O:11])[CH:6]=[CH:7][CH:8]=1.[Cl:24][C:25]1[N:30]=[C:29](Cl)[CH:28]=[CH:27][N:26]=1.[O-]P([O-])([O-])=O.[K+].[K+].[K+].